Task: Predict the product of the given reaction.. Dataset: Forward reaction prediction with 1.9M reactions from USPTO patents (1976-2016) (1) Given the reactants Cl.[Cl:2][C:3]1[C:8]([CH2:9]Cl)=[C:7]([C:11]2[CH:16]=[CH:15][CH:14]=[CH:13][CH:12]=2)[CH:6]=[CH:5][N:4]=1.[CH2:17]([CH2:19][NH2:20])[OH:18].O, predict the reaction product. The product is: [Cl:2][C:3]1[C:8]([CH2:9][NH:20][CH2:19][CH2:17][OH:18])=[C:7]([C:11]2[CH:16]=[CH:15][CH:14]=[CH:13][CH:12]=2)[CH:6]=[CH:5][N:4]=1. (2) Given the reactants [CH2:1]([N:8]1[C:12]2[CH:13]=[C:14]([NH2:23])[CH:15]=[C:16]([C:17]3[CH:22]=[CH:21][CH:20]=[CH:19][CH:18]=3)[C:11]=2[N:10]=[CH:9]1)[C:2]1[CH:7]=[CH:6][CH:5]=[CH:4][CH:3]=1.[CH:24](O)=O, predict the reaction product. The product is: [CH2:1]([N:8]1[C:12]2[CH:13]=[C:14]([NH:23][CH3:24])[CH:15]=[C:16]([C:17]3[CH:18]=[CH:19][CH:20]=[CH:21][CH:22]=3)[C:11]=2[N:10]=[CH:9]1)[C:2]1[CH:3]=[CH:4][CH:5]=[CH:6][CH:7]=1.